The task is: Predict which catalyst facilitates the given reaction.. This data is from Catalyst prediction with 721,799 reactions and 888 catalyst types from USPTO. (1) Reactant: C([O:4][C:5]1[CH:10]=[C:9]([C:11]2[O:12][C:13]([C:16]3[CH:21]=[CH:20][C:19]([C:22]([CH3:25])([CH3:24])[CH3:23])=[CH:18][CH:17]=3)=[N:14][N:15]=2)[CH:8]=[C:7]([C:26]2[O:27][C:28]([C:31]3[CH:36]=[CH:35][C:34]([C:37]([CH3:40])([CH3:39])[CH3:38])=[CH:33][CH:32]=3)=[N:29][N:30]=2)[CH:6]=1)(=O)C.[OH-].[Na+].Cl. Product: [C:37]([C:34]1[CH:33]=[CH:32][C:31]([C:28]2[O:27][C:26]([C:7]3[CH:6]=[C:5]([OH:4])[CH:10]=[C:9]([C:11]4[O:12][C:13]([C:16]5[CH:17]=[CH:18][C:19]([C:22]([CH3:25])([CH3:24])[CH3:23])=[CH:20][CH:21]=5)=[N:14][N:15]=4)[CH:8]=3)=[N:30][N:29]=2)=[CH:36][CH:35]=1)([CH3:40])([CH3:39])[CH3:38]. The catalyst class is: 1. (2) Reactant: [NH2:1][C:2]1[CH:7]=[CH:6][C:5]([F:8])=[CH:4][C:3]=1[NH2:9].[N+:10]([C:13]1[CH:21]=[CH:20][C:16]([C:17](O)=O)=[CH:15][CH:14]=1)([O-:12])=[O:11]. Product: [N+:10]([C:13]1[CH:21]=[CH:20][C:16]([C:17]2[NH:9][C:3]3[CH:4]=[C:5]([F:8])[CH:6]=[CH:7][C:2]=3[N:1]=2)=[CH:15][CH:14]=1)([O-:12])=[O:11]. The catalyst class is: 265. (3) Reactant: [N+:1]([C:4]1[CH:5]=[C:6]2[C:10](=[CH:11][CH:12]=1)[N:9]([C:13]1[CH:18]=[CH:17][C:16]([CH:19]([CH3:28])[CH2:20][NH:21][S:22]([CH:25]([CH3:27])[CH3:26])(=[O:24])=[O:23])=[CH:15][CH:14]=1)[CH:8]=[CH:7]2)([O-])=O.[NH4+].[Cl-]. Product: [NH2:1][C:4]1[CH:5]=[C:6]2[C:10](=[CH:11][CH:12]=1)[N:9]([C:13]1[CH:14]=[CH:15][C:16]([CH:19]([CH3:28])[CH2:20][NH:21][S:22]([CH:25]([CH3:27])[CH3:26])(=[O:24])=[O:23])=[CH:17][CH:18]=1)[CH:8]=[CH:7]2. The catalyst class is: 284. (4) Reactant: [OH:1][C:2]1[C:3]2[N:4]([C:9]([C:13]([O:15][CH2:16][CH3:17])=[O:14])=[C:10]([CH3:12])[N:11]=2)[CH:5]=[C:6]([CH3:8])[CH:7]=1.C(=O)([O-])[O-].[Cs+].[Cs+].[F:24][C:25]([F:35])([F:34])[CH:26]([C:30]([F:33])([F:32])[F:31])[CH2:27][CH2:28]Br.O. Product: [CH3:12][C:10]1[N:11]=[C:3]2[C:2]([O:1][CH2:28][CH2:27][CH:26]([C:25]([F:24])([F:34])[F:35])[C:30]([F:31])([F:33])[F:32])=[CH:7][C:6]([CH3:8])=[CH:5][N:4]2[C:9]=1[C:13]([O:15][CH2:16][CH3:17])=[O:14]. The catalyst class is: 3. (5) Reactant: [Cl:1][C:2]1[CH:18]=[CH:17][C:5]([C:6]([C:8]2[N:12]([CH3:13])[C:11]([CH2:14][C:15]#N)=[CH:10][CH:9]=2)=[O:7])=[CH:4][CH:3]=1.[OH-:19].[Na+].N.Cl.[OH2:23]. Product: [Cl:1][C:2]1[CH:18]=[CH:17][C:5]([C:6]([C:8]2[N:12]([CH3:13])[C:11]([CH2:14][C:15]([OH:23])=[O:19])=[CH:10][CH:9]=2)=[O:7])=[CH:4][CH:3]=1. The catalyst class is: 8. (6) Reactant: [Cl:1][C:2]1[C:23]2[O:22][C:9]3[C:10](=[O:21])[N:11]([C@@H:13]([CH2:17][CH:18]([CH3:20])[CH3:19])[C:14](O)=[O:15])[CH2:12][C:8]=3[CH2:7][C:6]=2[CH:5]=[CH:4][CH:3]=1.[CH3:24][O:25][C:26](=[O:34])[C:27]1[CH:32]=[CH:31][C:30]([NH2:33])=[N:29][CH:28]=1.ON1C2C=CC=CC=2N=N1. Product: [CH3:24][O:25][C:26](=[O:34])[C:27]1[CH:32]=[CH:31][C:30]([NH:33][C:14](=[O:15])[C@@H:13]([N:11]2[CH2:12][C:8]3[CH2:7][C:6]4[CH:5]=[CH:4][CH:3]=[C:2]([Cl:1])[C:23]=4[O:22][C:9]=3[C:10]2=[O:21])[CH2:17][CH:18]([CH3:20])[CH3:19])=[N:29][CH:28]=1. The catalyst class is: 34. (7) Reactant: C[O:2][C:3]1[N:8]=[CH:7][C:6]([N:9]2[C:14](=[O:15])[CH2:13][C:12]([CH3:17])([CH3:16])[CH2:11][C:10]2=[O:18])=[CH:5][CH:4]=1. Product: [OH:2][C:3]1[N:8]=[CH:7][C:6]([N:9]2[C:14](=[O:15])[CH2:13][C:12]([CH3:16])([CH3:17])[CH2:11][C:10]2=[O:18])=[CH:5][CH:4]=1. The catalyst class is: 7.